This data is from Forward reaction prediction with 1.9M reactions from USPTO patents (1976-2016). The task is: Predict the product of the given reaction. (1) Given the reactants [CH2:1]([C@@H:8]([CH2:12][CH2:13][C@H:14]([CH2:34][C:35]1[CH:40]=[CH:39][CH:38]=[CH:37][CH:36]=1)[C:15]([NH:17][C@H:18]1[CH2:24][CH2:23][S:22][C@H:21]2[CH2:25][CH2:26][CH2:27][C@@H:28]([C:29]([O:31][CH3:32])=[O:30])[N:20]2[C:19]1=[O:33])=[O:16])[C:9]([OH:11])=O)[C:2]1[CH:7]=[CH:6][CH:5]=[CH:4][CH:3]=1.Cl.[NH2:42][C@@H:43]1[C:49](=[O:50])[N:48]2[CH2:51][CH2:52][CH2:53][CH2:54][C@@H:47]2[CH2:46][CH2:45][CH2:44]1, predict the reaction product. The product is: [CH2:34]([C@@H:14]([CH2:13][CH2:12][C@H:8]([CH2:1][C:2]1[CH:3]=[CH:4][CH:5]=[CH:6][CH:7]=1)[C:9](=[O:11])[NH:42][C@@H:43]1[C:49](=[O:50])[N:48]2[CH2:51][CH2:52][CH2:53][CH2:54][C@@H:47]2[CH2:46][CH2:45][CH2:44]1)[C:15]([NH:17][C@H:18]1[CH2:24][CH2:23][S:22][C@H:21]2[CH2:25][CH2:26][CH2:27][C@@H:28]([C:29]([O:31][CH3:32])=[O:30])[N:20]2[C:19]1=[O:33])=[O:16])[C:35]1[CH:40]=[CH:39][CH:38]=[CH:37][CH:36]=1. (2) Given the reactants [C:1]([C:3]1[S:7][C:6]([N:8]2[CH2:13][CH2:12][O:11][CH2:10][CH2:9]2)=[N:5][C:4]=1[N:14]([CH2:18][C:19]1[CH:24]=[CH:23][CH:22]=[C:21]([C:25]([F:28])([F:27])[F:26])[C:20]=1[CH3:29])[C:15](=O)[CH3:16])#[N:2].B1([O-])O[O:31]1.O.O.O.O.[Na+].C(=O)([O-])[O-].[K+].[K+].O1CCCC1, predict the reaction product. The product is: [CH3:16][C:15]1[N:14]([CH2:18][C:19]2[CH:24]=[CH:23][CH:22]=[C:21]([C:25]([F:26])([F:27])[F:28])[C:20]=2[CH3:29])[C:4]2[N:5]=[C:6]([N:8]3[CH2:13][CH2:12][O:11][CH2:10][CH2:9]3)[S:7][C:3]=2[C:1](=[O:31])[N:2]=1. (3) Given the reactants C(Cl)(=O)C(Cl)=O.CS(C)=O.[F:11][C:12]1[CH:17]=[CH:16][C:15]([CH:18]([CH:20]2[CH2:35][N:24]3[CH2:25][CH2:26][N:27]([C:29]4[N:34]=[CH:33][CH:32]=[CH:31][N:30]=4)[CH2:28][CH:23]3[CH2:22][CH2:21]2)[OH:19])=[CH:14][CH:13]=1, predict the reaction product. The product is: [F:11][C:12]1[CH:17]=[CH:16][C:15]([C:18]([CH:20]2[CH2:35][N:24]3[CH2:25][CH2:26][N:27]([C:29]4[N:34]=[CH:33][CH:32]=[CH:31][N:30]=4)[CH2:28][CH:23]3[CH2:22][CH2:21]2)=[O:19])=[CH:14][CH:13]=1. (4) Given the reactants [C:1]([O:5][C:6](=[O:17])[C:7]1[CH:12]=[CH:11][C:10](F)=[C:9]([CH:14]=O)[C:8]=1[Br:16])([CH3:4])([CH3:3])[CH3:2].O.[NH2:19][NH2:20], predict the reaction product. The product is: [C:1]([O:5][C:6]([C:7]1[C:8]([Br:16])=[C:9]2[C:10](=[CH:11][CH:12]=1)[NH:20][N:19]=[CH:14]2)=[O:17])([CH3:4])([CH3:3])[CH3:2].